Dataset: Forward reaction prediction with 1.9M reactions from USPTO patents (1976-2016). Task: Predict the product of the given reaction. Given the reactants [C:1]([CH:4]([C:12](=[O:21])[CH2:13][S:14][C:15]1[CH:20]=[CH:19][CH:18]=[CH:17][CH:16]=1)C(OC(C)(C)C)=O)(=[O:3])[CH3:2].O, predict the reaction product. The product is: [C:15]1([S:14][CH2:13][C:12](=[O:21])[CH2:4][C:1](=[O:3])[CH3:2])[CH:20]=[CH:19][CH:18]=[CH:17][CH:16]=1.